From a dataset of Full USPTO retrosynthesis dataset with 1.9M reactions from patents (1976-2016). Predict the reactants needed to synthesize the given product. (1) The reactants are: [O:1]1[C:5]2[CH:6]=[CH:7][CH:8]=[CH:9][C:4]=2[N:3]=[C:2]1[C:10]1[CH:11]=[C:12]([NH2:16])[CH:13]=[CH:14][CH:15]=1.[C:17]([O:21][C:22]([N:24]1[CH2:29][CH2:28][C:27]([NH:33][C:34]([O:36][C:37]([CH3:40])([CH3:39])[CH3:38])=[O:35])([C:30](O)=[O:31])[CH2:26][CH2:25]1)=[O:23])([CH3:20])([CH3:19])[CH3:18].CN(C(ON1N=NC2C=CC=NC1=2)=[N+](C)C)C.F[P-](F)(F)(F)(F)F.CCN(C(C)C)C(C)C. Given the product [C:17]([O:21][C:22]([N:24]1[CH2:29][CH2:28][C:27]([NH:33][C:34]([O:36][C:37]([CH3:40])([CH3:39])[CH3:38])=[O:35])([C:30](=[O:31])[NH:16][C:12]2[CH:13]=[CH:14][CH:15]=[C:10]([C:2]3[O:1][C:5]4[CH:6]=[CH:7][CH:8]=[CH:9][C:4]=4[N:3]=3)[CH:11]=2)[CH2:26][CH2:25]1)=[O:23])([CH3:20])([CH3:19])[CH3:18], predict the reactants needed to synthesize it. (2) Given the product [CH3:27][C:28]1([C:29]([O:31][CH3:37])=[O:30])[O:1][CH2:2][CH:3]([CH2:4][C:5]2[CH:23]=[CH:22][CH:21]=[C:7]([CH2:8][C:9]3[N:10]=[C:11]([C:15]4[CH:20]=[CH:19][CH:18]=[CH:17][CH:16]=4)[O:12][C:13]=3[CH3:14])[CH:6]=2)[CH2:24][O:25]1, predict the reactants needed to synthesize it. The reactants are: [OH:1][CH2:2][CH:3]([CH2:24][OH:25])[CH2:4][C:5]1[CH:6]=[C:7]([CH:21]=[CH:22][CH:23]=1)[CH2:8][C:9]1[N:10]=[C:11]([C:15]2[CH:20]=[CH:19][CH:18]=[CH:17][CH:16]=2)[O:12][C:13]=1[CH3:14].C[CH2:27][C:28](=O)[C:29]([O-:31])=[O:30].B(F)(F)F.[CH3:37]COCC.C(=O)([O-])O.[Na+].